Predict the reaction yield, written as a fraction of the theoretical maximum amount of product (1.0 means a 100% yield; for example, 0.34 means a 34% yield). From a dataset of Reaction yield outcomes from USPTO patents with 853,638 reactions. (1) The reactants are [CH3:1][S:2]([C:5]1[CH:6]=[C:7]([C:11]2[O:15][C:14]([C:16]3[N:20]([CH2:21][C:22]([O:24]CC)=[O:23])[N:19]=[C:18]([C:27]([F:30])([F:29])[F:28])[CH:17]=3)=[CH:13][CH:12]=2)[CH:8]=[CH:9][CH:10]=1)(=[O:4])=[O:3].[OH-].[Li+]. The catalyst is C1COCC1.O. The product is [CH3:1][S:2]([C:5]1[CH:6]=[C:7]([C:11]2[O:15][C:14]([C:16]3[N:20]([CH2:21][C:22]([OH:24])=[O:23])[N:19]=[C:18]([C:27]([F:30])([F:28])[F:29])[CH:17]=3)=[CH:13][CH:12]=2)[CH:8]=[CH:9][CH:10]=1)(=[O:4])=[O:3]. The yield is 0.860. (2) The reactants are [NH:1]1[CH2:4][CH:3]([NH:5][C:6]2[CH:7]=[C:8]([N:12]3[C:20]([CH3:22])([CH3:21])[C:19]4[C:14](=[CH:15][CH:16]=[C:17]([Cl:23])[CH:18]=4)[C:13]3=[O:24])[CH:9]=[N:10][CH:11]=2)[CH2:2]1.CCN(CC)CC.[C:32](Cl)(=[O:34])[CH3:33]. The catalyst is C(Cl)Cl. The product is [C:32]([N:1]1[CH2:2][CH:3]([NH:5][C:6]2[CH:7]=[C:8]([N:12]3[C:20]([CH3:21])([CH3:22])[C:19]4[C:14](=[CH:15][CH:16]=[C:17]([Cl:23])[CH:18]=4)[C:13]3=[O:24])[CH:9]=[N:10][CH:11]=2)[CH2:4]1)(=[O:34])[CH3:33]. The yield is 0.320. (3) The reactants are [Cl:1][C:2]1[CH:7]=[CH:6][CH:5]=[C:4]([Cl:8])[C:3]=1[C:9]1[C:17]2[O:16][CH:15]([CH2:18]O)[CH2:14][C:13]=2[CH:12]=[C:11]([F:20])[CH:10]=1.C1(P(C2C=CC=CC=2)C2C=CC=CC=2)C=CC=CC=1.[N:40]([C:47](OCC)=O)=NC(OCC)=O.OC(C)(C)C#N. No catalyst specified. The product is [Cl:1][C:2]1[CH:7]=[CH:6][CH:5]=[C:4]([Cl:8])[C:3]=1[C:9]1[C:17]2[O:16][CH:15]([CH2:18][CH2:47][NH2:40])[CH2:14][C:13]=2[CH:12]=[C:11]([F:20])[CH:10]=1. The yield is 0.150.